This data is from Reaction yield outcomes from USPTO patents with 853,638 reactions. The task is: Predict the reaction yield, written as a fraction of the theoretical maximum amount of product (1.0 means a 100% yield; for example, 0.34 means a 34% yield). (1) The reactants are Br[C:2]1[CH:7]=[CH:6][C:5]([CH2:8][C:9]([OH:11])=[O:10])=[C:4]([F:12])[CH:3]=1.[CH2:13]([O:15][C:16]1[C:17]([O:31][CH2:32][C:33]2[CH:38]=[CH:37][C:36]([O:39][CH3:40])=[CH:35][CH:34]=2)=[N:18][CH:19]=[C:20](B2OC(C)(C)C(C)(C)O2)[CH:21]=1)[CH3:14].C([O-])([O-])=O.[Cs+].[Cs+]. The catalyst is O1CCOCC1.O.C1C=CC(P(C2C=CC=CC=2)[C-]2C=CC=C2)=CC=1.C1C=CC(P(C2C=CC=CC=2)[C-]2C=CC=C2)=CC=1.Cl[Pd]Cl.[Fe+2]. The product is [CH2:13]([O:15][C:16]1[CH:21]=[C:20]([C:2]2[CH:7]=[CH:6][C:5]([CH2:8][C:9]([OH:11])=[O:10])=[C:4]([F:12])[CH:3]=2)[CH:19]=[N:18][C:17]=1[O:31][CH2:32][C:33]1[CH:34]=[CH:35][C:36]([O:39][CH3:40])=[CH:37][CH:38]=1)[CH3:14]. The yield is 0.604. (2) The reactants are [CH2:1]([O:3][P:4]([CH2:9][CH2:10][NH2:11])(=[O:8])[O:5][CH2:6][CH3:7])[CH3:2].[C:12](Cl)(=[O:15])[CH:13]=[CH2:14].[OH-].[Na+]. The catalyst is C(Cl)Cl.O. The product is [CH2:6]([O:5][P:4]([CH2:9][CH2:10][NH:11][C:12](=[O:15])[CH:13]=[CH2:14])([O:3][CH2:1][CH3:2])=[O:8])[CH3:7]. The yield is 0.630. (3) The reactants are [CH3:1][CH:2]([C:8]([O:10][CH2:11][CH3:12])=[O:9])[C:3]([O:5][CH2:6][CH3:7])=[O:4].[H-].[Na+].[Br:15][C:16]1[CH:21]=[C:20]([N+:22]([O-:24])=[O:23])[CH:19]=[CH:18][C:17]=1F. The catalyst is CN(C=O)C. The product is [Br:15][C:16]1[CH:21]=[C:20]([N+:22]([O-:24])=[O:23])[CH:19]=[CH:18][C:17]=1[C:2]([CH3:1])([C:3]([O:5][CH2:6][CH3:7])=[O:4])[C:8]([O:10][CH2:11][CH3:12])=[O:9]. The yield is 0.990.